Dataset: Forward reaction prediction with 1.9M reactions from USPTO patents (1976-2016). Task: Predict the product of the given reaction. (1) Given the reactants C(N(C(C)C)CC)(C)C.C(OC([N:17]1[CH2:22][CH2:21][CH:20]([C:23]([OH:25])=O)[CH2:19][CH2:18]1)=O)(C)(C)C.[NH2:26][C:27]1[CH:28]=[C:29]([C:33]2[N:38]=[C:37]([C:39]3[CH:44]=[CH:43][CH:42]=[C:41]([CH2:45][OH:46])[CH:40]=3)[C:36]([CH3:47])=[C:35]([N:48]3[CH2:53][CH2:52][O:51][CH2:50][CH2:49]3)[N:34]=2)[CH:30]=[CH:31][CH:32]=1, predict the reaction product. The product is: [OH:46][CH2:45][C:41]1[CH:40]=[C:39]([C:37]2[C:36]([CH3:47])=[C:35]([N:48]3[CH2:49][CH2:50][O:51][CH2:52][CH2:53]3)[N:34]=[C:33]([C:29]3[CH:30]=[CH:31][CH:32]=[C:27]([NH:26][C:23]([CH:20]4[CH2:19][CH2:18][NH:17][CH2:22][CH2:21]4)=[O:25])[CH:28]=3)[N:38]=2)[CH:44]=[CH:43][CH:42]=1. (2) Given the reactants [C:1]([N:8]1[CH2:13][CH2:12][NH:11][C@H:10]([CH3:14])[CH2:9]1)([O:3][C:4]([CH3:7])([CH3:6])[CH3:5])=[O:2].[CH2:15]([O:22][C:23](ON1C(=O)CCC1=O)=[O:24])[C:16]1[CH:21]=[CH:20][CH:19]=[CH:18][CH:17]=1.C([O-])(O)=O.[Na+], predict the reaction product. The product is: [C:4]([O:3][C:1]([N:8]1[CH2:13][CH2:12][N:11]([C:23]([O:22][CH2:15][C:16]2[CH:21]=[CH:20][CH:19]=[CH:18][CH:17]=2)=[O:24])[C@H:10]([CH3:14])[CH2:9]1)=[O:2])([CH3:7])([CH3:6])[CH3:5]. (3) Given the reactants [CH3:1][O:2][C:3]1[CH:8]=[CH:7][CH:6]=[CH:5][C:4]=1[N:9]1[CH2:14][CH2:13][NH:12][CH2:11][CH2:10]1.[CH3:15][O:16][C:17]1[CH:22]=[CH:21][CH:20]=[CH:19][C:18]=1[C:23]1[CH:28]=[CH:27][CH:26]=[C:25]([CH:29]=O)[CH:24]=1.[BH-](OC(C)=O)(OC(C)=O)OC(C)=O.[Na+].C1(C2C=CC=CC=2)C=CC=CC=1CN1CCN(C2C=CC=CC=2)CC1, predict the reaction product. The product is: [CH3:15][O:16][C:17]1[CH:22]=[CH:21][CH:20]=[CH:19][C:18]=1[C:23]1[CH:28]=[CH:27][CH:26]=[C:25]([CH2:29][N:12]2[CH2:13][CH2:14][N:9]([C:4]3[CH:5]=[CH:6][CH:7]=[CH:8][C:3]=3[O:2][CH3:1])[CH2:10][CH2:11]2)[CH:24]=1. (4) Given the reactants [F:1][C:2]1[CH:7]=[CH:6][C:5]([N:8]2[C:12](=[O:13])[C:11]([CH3:15])([CH3:14])[NH:10][C:9]2=[O:16])=[CH:4][C:3]=1[C:17]([F:20])([F:19])[F:18].Cl.N[C:23]([CH3:29])([CH3:28])[C:24](OC)=O.C(N(CC)CC)C.F[C:38]1[CH:43]=[CH:42][C:41]([N:44]=C=O)=[CH:40][C:39]=1C(F)(F)F.Cl.O1C[CH2:55][CH2:54][CH2:53]1, predict the reaction product. The product is: [F:1][C:2]1[CH:7]=[CH:6][C:5]([N:8]2[C:12](=[O:13])[C:11]([CH3:14])([CH3:15])[N:10]([CH2:28][C:23]3[CH:29]=[CH:55][CH:54]=[CH:53][C:24]=3[NH:44][C:41]3[CH:40]=[CH:39][CH:38]=[CH:43][CH:42]=3)[C:9]2=[O:16])=[CH:4][C:3]=1[C:17]([F:18])([F:20])[F:19]. (5) Given the reactants [C:1]([CH2:3][C:4]([CH:6]1[CH2:10][CH2:9][N:8]([C:11]([O:13][CH2:14][C:15]2[CH:20]=[CH:19][CH:18]=[CH:17][CH:16]=2)=[O:12])[CH2:7]1)=O)#[N:2].[CH3:21][NH:22][NH2:23], predict the reaction product. The product is: [NH2:2][C:1]1[N:22]([CH3:21])[N:23]=[C:4]([CH:6]2[CH2:10][CH2:9][N:8]([C:11]([O:13][CH2:14][C:15]3[CH:20]=[CH:19][CH:18]=[CH:17][CH:16]=3)=[O:12])[CH2:7]2)[CH:3]=1.